This data is from Full USPTO retrosynthesis dataset with 1.9M reactions from patents (1976-2016). The task is: Predict the reactants needed to synthesize the given product. Given the product [OH:19][CH:23]1[CH:22]([OH:15])[CH2:21][CH2:20][N:1]([C:7]([O:9][C:10]([CH3:13])([CH3:12])[CH3:11])=[O:8])[CH2:2]1, predict the reactants needed to synthesize it. The reactants are: [N:1]1([C:7]([O:9][C:10]([CH3:13])([CH3:12])[CH3:11])=[O:8])CC=CC[CH2:2]1.Cl([O-])(=O)=[O:15].[K+].[O:19]1[CH2:23][CH2:22][CH2:21][CH2:20]1.